Dataset: Reaction yield outcomes from USPTO patents with 853,638 reactions. Task: Predict the reaction yield, written as a fraction of the theoretical maximum amount of product (1.0 means a 100% yield; for example, 0.34 means a 34% yield). (1) The reactants are [Cl:1][C:2]1[CH:10]=[C:9]2[C:5]([C:6]([C:20]([OH:22])=O)=[CH:7][N:8]2[CH2:11][C:12]2[CH:17]=[C:16]([F:18])[CH:15]=[C:14]([F:19])[CH:13]=2)=[CH:4][CH:3]=1.C(Cl)(=O)C(Cl)=O.[NH:29]1[CH2:34][CH2:33][CH:32]([N:35]2[C:43]3[C:38](=[CH:39][CH:40]=[CH:41][CH:42]=3)[CH2:37][C:36]2=[O:44])[CH2:31][CH2:30]1.C(N(CC)CC)C. The catalyst is CN(C=O)C.ClCCl. The product is [Cl:1][C:2]1[CH:10]=[C:9]2[C:5]([C:6]([C:20]([N:29]3[CH2:34][CH2:33][CH:32]([N:35]4[C:43]5[C:38](=[CH:39][CH:40]=[CH:41][CH:42]=5)[CH2:37][C:36]4=[O:44])[CH2:31][CH2:30]3)=[O:22])=[CH:7][N:8]2[CH2:11][C:12]2[CH:17]=[C:16]([F:18])[CH:15]=[C:14]([F:19])[CH:13]=2)=[CH:4][CH:3]=1. The yield is 0.480. (2) The reactants are Br[CH:2]([C:9](=[O:14])[C:10]([CH3:13])([CH3:12])[CH3:11])[C:3](=O)[C:4]([CH3:7])([CH3:6])[CH3:5].[NH2:15][C:16]([NH2:18])=[S:17].C(=O)([O-])O.[Na+]. The catalyst is C(O)C. The product is [NH2:18][C:16]1[S:17][C:2]([C:9](=[O:14])[C:10]([CH3:13])([CH3:12])[CH3:11])=[C:3]([C:4]([CH3:7])([CH3:6])[CH3:5])[N:15]=1. The yield is 0.945. (3) The reactants are Cl[C:2]1[CH:3]=[C:4]([CH:41]=[CH:42][C:43]=1F)[C:5]1[C:10]([C:11]2[CH:20]=[CH:19][C:18]3[C:13](=[CH:14][CH:15]=[C:16]([C:21]4[N:25]([CH:26]5[CH2:31][CH2:30][CH2:29][CH2:28][CH2:27]5)[C:24]5[CH:32]=[CH:33][C:34]([C:36]([OH:38])=[O:37])=[CH:35][C:23]=5[N:22]=4)[CH:17]=3)[N:12]=2)=[CH:9][C:8]([O:39][CH3:40])=[CH:7][CH:6]=1.CO[C:47]([C:49]1C=CC2N(C3CCCCC3)C(C3C=C4C(=CC=3)N=C(C3C=C(OC)C=CC=3Br)C=C4)=NC=2C=1)=O.C(C1C=CC(B(O)O)=CC=1)C. No catalyst specified. The product is [CH:26]1([N:25]2[C:24]3[CH:32]=[CH:33][C:34]([C:36]([OH:38])=[O:37])=[CH:35][C:23]=3[N:22]=[C:21]2[C:16]2[CH:17]=[C:18]3[C:13](=[CH:14][CH:15]=2)[N:12]=[C:11]([C:10]2[C:5]([C:4]4[CH:3]=[CH:2][C:43]([CH2:47][CH3:49])=[CH:42][CH:41]=4)=[CH:6][CH:7]=[C:8]([O:39][CH3:40])[CH:9]=2)[CH:20]=[CH:19]3)[CH2:31][CH2:30][CH2:29][CH2:28][CH2:27]1. The yield is 0.480. (4) The reactants are [OH:1][CH2:2][C@H:3]1[CH2:8][CH2:7][CH2:6][N:5]([C:9]([O:11][C:12]([CH3:15])([CH3:14])[CH3:13])=[O:10])[CH2:4]1.[Cl:16][C:17]1[CH:22]=[C:21]([NH:23][C:24]2[C:33]3[C:28](=[CH:29][CH:30]=[CH:31][C:32]=3F)[N:27]=[CH:26][N:25]=2)[CH:20]=[CH:19][C:18]=1[OH:35]. No catalyst specified. The product is [Cl:16][C:17]1[CH:22]=[C:21]([NH:23][C:24]2[C:33]3[C:28](=[CH:29][CH:30]=[CH:31][C:32]=3[O:1][CH2:2][C@H:3]3[CH2:8][CH2:7][CH2:6][N:5]([C:9]([O:11][C:12]([CH3:15])([CH3:14])[CH3:13])=[O:10])[CH2:4]3)[N:27]=[CH:26][N:25]=2)[CH:20]=[CH:19][C:18]=1[OH:35]. The yield is 1.00.